Dataset: Catalyst prediction with 721,799 reactions and 888 catalyst types from USPTO. Task: Predict which catalyst facilitates the given reaction. (1) Reactant: [F:1][C:2]([F:11])([F:10])[C:3]1[CH:4]=[CH:5][C:6]([NH2:9])=[N:7][CH:8]=1.[Cl:12][C:13]1[CH:14]=[C:15]([CH:18]=[CH:19][CH:20]=1)[CH:16]=O.O.C1(C)C=CC(S(O)(=O)=O)=CC=1.[N+:33]([CH:35]([CH3:37])[CH3:36])#[C-:34]. Product: [Cl:12][C:13]1[CH:14]=[C:15]([C:16]2[N:9]=[C:6]3[CH:5]=[CH:4][C:3]([C:2]([F:1])([F:10])[F:11])=[CH:8][N:7]3[C:34]=2[NH:33][CH:35]([CH3:37])[CH3:36])[CH:18]=[CH:19][CH:20]=1. The catalyst class is: 24. (2) The catalyst class is: 1. Product: [NH3:7].[CH2:12]([N:7]1[CH2:8][CH2:9][CH2:10][CH2:11][CH:5]([CH2:3][OH:2])[CH2:6]1)[C:13]1[CH:18]=[CH:17][CH:16]=[CH:15][CH:14]=1. Reactant: C[O:2][C:3]([CH:5]1[CH2:11][CH2:10][CH2:9][CH2:8][N:7]([CH2:12][C:13]2[CH:18]=[CH:17][CH:16]=[CH:15][CH:14]=2)[C:6]1=O)=O.[H-].[H-].[H-].[H-].[Li+].[Al+3]. (3) Reactant: C=C.[CH2:3]=[CH:4]C.[CH:6]([CH:8]1[CH2:13][CH:12]2[CH2:14][CH:9]1[CH:10]=[CH:11]2)=[CH2:7].[H][H]. Product: [CH2:3]=[CH2:4].[CH2:7]=[CH:6][CH3:8].[CH:6]([CH:8]1[CH2:13][CH:12]2[CH2:14][CH:9]1[CH:10]=[CH:11]2)=[CH2:7]. The catalyst class is: 81. (4) Reactant: [Cl:1][C:2]1[CH:7]=[CH:6][C:5]([C@@H:8](O)[CH3:9])=[CH:4][CH:3]=1.[CH:11]([C:22]([O:24][CH2:25][CH3:26])=[O:23])([C:17]([O:19][CH2:20][CH3:21])=[O:18])[C:12]([O:14][CH2:15][CH3:16])=[O:13].CP(C)C.C1COCC1.CC(OC(/N=N/C(OC(C)C)=O)=O)C. Product: [Cl:1][C:2]1[CH:7]=[CH:6][C:5]([C@@H:8]([CH3:9])[C:11]([C:22]([O:24][CH2:25][CH3:26])=[O:23])([C:12]([O:14][CH2:15][CH3:16])=[O:13])[C:17]([O:19][CH2:20][CH3:21])=[O:18])=[CH:4][CH:3]=1. The catalyst class is: 11. (5) Reactant: [OH:1][CH2:2][C:3]1[C:7]([CH3:8])=[C:6]([C:9]2[CH:14]=[CH:13][N:12]=[CH:11][CH:10]=2)[N:5](COC)[C:4]=1[C:18]1[CH:23]=[CH:22][N:21]=[CH:20][CH:19]=1.C(=O)(O)[O-].[Na+]. Product: [OH:1][CH2:2][C:3]1[C:7]([CH3:8])=[C:6]([C:9]2[CH:14]=[CH:13][N:12]=[CH:11][CH:10]=2)[NH:5][C:4]=1[C:18]1[CH:23]=[CH:22][N:21]=[CH:20][CH:19]=1. The catalyst class is: 33. (6) Reactant: C[Li].Br[C:4]1[C:9]([CH3:10])=[CH:8][C:7]([NH:11][C:12](=[O:18])[O:13][C:14]([CH3:17])([CH3:16])[CH3:15])=[CH:6][C:5]=1[CH3:19].[Li]C(C)(C)C.[F:25][C:26]1[CH:42]=[CH:41][C:29]([CH2:30][C:31]2[CH:32]=[C:33]([CH:36]=[CH:37][C:38]=2[O:39][CH3:40])[CH:34]=[O:35])=[CH:28][CH:27]=1.[NH4+].[Cl-]. Product: [F:25][C:26]1[CH:42]=[CH:41][C:29]([CH2:30][C:31]2[CH:32]=[C:33]([CH:34]([OH:35])[C:4]3[C:9]([CH3:10])=[CH:8][C:7]([NH:11][C:12](=[O:18])[O:13][C:14]([CH3:17])([CH3:16])[CH3:15])=[CH:6][C:5]=3[CH3:19])[CH:36]=[CH:37][C:38]=2[O:39][CH3:40])=[CH:28][CH:27]=1. The catalyst class is: 385.